Dataset: Reaction yield outcomes from USPTO patents with 853,638 reactions. Task: Predict the reaction yield, written as a fraction of the theoretical maximum amount of product (1.0 means a 100% yield; for example, 0.34 means a 34% yield). The reactants are [F:1][C:2]([F:15])([F:14])[S:3]([O:6]S(C(F)(F)F)(=O)=O)(=[O:5])=[O:4].[Cl:16][C:17]1[CH:22]=[C:21]([C:23]([NH:25][CH2:26][C:27]2[CH:32]=[CH:31][CH:30]=[C:29]([O:33][Si:34]([C:37]([CH3:40])([CH3:39])[CH3:38])([CH3:36])[CH3:35])[CH:28]=2)=[O:24])[CH:20]=[C:19]([CH3:41])[C:18]=1O.C(N(CC)CC)C. The catalyst is ClCCl. The product is [F:1][C:2]([F:15])([F:14])[S:3]([O:6][C:18]1[C:19]([CH3:41])=[CH:20][C:21]([C:23]([NH:25][CH2:26][C:27]2[CH:32]=[CH:31][CH:30]=[C:29]([O:33][Si:34]([C:37]([CH3:39])([CH3:38])[CH3:40])([CH3:35])[CH3:36])[CH:28]=2)=[O:24])=[CH:22][C:17]=1[Cl:16])(=[O:5])=[O:4]. The yield is 0.630.